This data is from Full USPTO retrosynthesis dataset with 1.9M reactions from patents (1976-2016). The task is: Predict the reactants needed to synthesize the given product. (1) The reactants are: [C:1]([O:5][C:6](=[O:15])[NH:7][C:8]1[CH:13]=[N:12][C:11]([CH3:14])=[CH:10][N:9]=1)([CH3:4])([CH3:3])[CH3:2].CC(N=NC(C#N)(C)C)(C#N)C.C1C(=O)N([Br:35])C(=O)C1. Given the product [C:1]([O:5][C:6](=[O:15])[NH:7][C:8]1[CH:13]=[N:12][C:11]([CH2:14][Br:35])=[CH:10][N:9]=1)([CH3:4])([CH3:3])[CH3:2], predict the reactants needed to synthesize it. (2) The reactants are: [N:1]1([C:5]2[C:14]3[C:9](=[N:10][C:11]([NH:16][CH2:17][C:18]4[CH:23]=[CH:22][CH:21]=[CH:20][CH:19]=4)=[C:12]([Cl:15])[N:13]=3)[N:8]=[C:7](Cl)[N:6]=2)[CH2:4][CH2:3][CH2:2]1.[NH:25]1[CH2:30][CH2:29][NH:28][CH2:27][CH2:26]1.O. Given the product [N:1]1([C:5]2[C:14]3[C:9](=[N:10][C:11]([NH:16][CH2:17][C:18]4[CH:23]=[CH:22][CH:21]=[CH:20][CH:19]=4)=[C:12]([Cl:15])[N:13]=3)[N:8]=[C:7]([N:25]3[CH2:30][CH2:29][NH:28][CH2:27][CH2:26]3)[N:6]=2)[CH2:4][CH2:3][CH2:2]1, predict the reactants needed to synthesize it. (3) Given the product [Cl:16][C:17]1[N:18]=[C:19]([N:28]2[CH2:29][CH2:30][O:31][CH2:32][CH2:33]2)[C:20]2[S:25][C:24]([CH2:26][N:9]3[CH2:8][CH2:7][C:6]4[C:11](=[CH:12][C:13]([O:14][CH3:15])=[C:4]([O:3][CH3:2])[CH:5]=4)[CH2:10]3)=[CH:23][C:21]=2[N:22]=1, predict the reactants needed to synthesize it. The reactants are: Cl.[CH3:2][O:3][C:4]1[CH:5]=[C:6]2[C:11](=[CH:12][C:13]=1[O:14][CH3:15])[CH2:10][NH:9][CH2:8][CH2:7]2.[Cl:16][C:17]1[N:18]=[C:19]([N:28]2[CH2:33][CH2:32][O:31][CH2:30][CH2:29]2)[C:20]2[S:25][C:24]([CH:26]=O)=[CH:23][C:21]=2[N:22]=1. (4) Given the product [C:1]([CH:4]([C:5]1[N:15]2[C:10]([C:11](=[O:27])[NH:12][C:13]([CH2:16][C:17]3[C:26]4[C:21](=[CH:22][CH:23]=[CH:24][CH:25]=4)[CH:20]=[CH:19][CH:18]=3)=[N:14]2)=[C:8]([CH3:9])[N:7]=1)[CH2:28][CH2:29][CH2:30][C:31]1[CH:36]=[CH:35][CH:34]=[CH:33][CH:32]=1)(=[O:3])[CH3:2], predict the reactants needed to synthesize it. The reactants are: [C:1]([CH:4]([CH2:28][CH2:29][CH2:30][C:31]1[CH:36]=[CH:35][CH:34]=[CH:33][CH:32]=1)[C:5]([NH:7][CH:8]([C:10]1[C:11](=[O:27])[NH:12][C:13]([CH2:16][C:17]2[C:26]3[C:21](=[CH:22][CH:23]=[CH:24][CH:25]=3)[CH:20]=[CH:19][CH:18]=2)=[N:14][N:15]=1)[CH3:9])=O)(=[O:3])[CH3:2].P(Cl)(Cl)(Cl)=O. (5) The reactants are: [Li+].[Cl-].C1C[O:6][CH2:5]C1.Br[C:9]1[CH:10]=[C:11]([C:16]2([C:19]#[N:20])[CH2:18][CH2:17]2)[CH:12]=[C:13]([Br:15])[CH:14]=1.CN(C=O)C.[NH4+].[Cl-]. Given the product [Br:15][C:13]1[CH:12]=[C:11]([C:16]2([C:19]#[N:20])[CH2:18][CH2:17]2)[CH:10]=[C:9]([CH:5]=[O:6])[CH:14]=1, predict the reactants needed to synthesize it.